This data is from Full USPTO retrosynthesis dataset with 1.9M reactions from patents (1976-2016). The task is: Predict the reactants needed to synthesize the given product. (1) Given the product [Cl:18][C:14]1[CH:13]=[C:12]([N:11]2[C:10](=[O:19])[O:9][N:8]=[C:7]2[C:3]2[C:2]([NH:1][C:33]([C:32]3[CH:31]=[CH:30][C:29]([CH2:28][NH:27][C:25](=[O:26])[O:24][C:20]([CH3:21])([CH3:22])[CH3:23])=[CH:37][CH:36]=3)=[O:34])=[N:6][O:5][N:4]=2)[CH:17]=[CH:16][CH:15]=1, predict the reactants needed to synthesize it. The reactants are: [NH2:1][C:2]1[C:3]([C:7]2[N:11]([C:12]3[CH:17]=[CH:16][CH:15]=[C:14]([Cl:18])[CH:13]=3)[C:10](=[O:19])[O:9][N:8]=2)=[N:4][O:5][N:6]=1.[C:20]([O:24][C:25]([NH:27][CH2:28][C:29]1[CH:37]=[CH:36][C:32]([C:33](O)=[O:34])=[CH:31][CH:30]=1)=[O:26])([CH3:23])([CH3:22])[CH3:21].C(N(CC)C(C)C)(C)C. (2) Given the product [Cl:1][C:2]1[CH:7]=[CH:6][N:5]=[C:4]([CH2:8][NH:9][C:10]2[O:11][C:12]3[C:18]([O:19][CH3:20])=[CH:17][C:16]([C:21]([N:31]4[CH2:32][C@H:28]([O:27][CH2:26][CH:25]([F:35])[F:24])[CH2:29][CH:30]4[CH2:33][OH:34])=[O:23])=[CH:15][C:13]=3[N:14]=2)[CH:3]=1, predict the reactants needed to synthesize it. The reactants are: [Cl:1][C:2]1[CH:7]=[CH:6][N:5]=[C:4]([CH2:8][NH:9][C:10]2[O:11][C:12]3[C:18]([O:19][CH3:20])=[CH:17][C:16]([C:21]([OH:23])=O)=[CH:15][C:13]=3[N:14]=2)[CH:3]=1.[F:24][CH:25]([F:35])[CH2:26][O:27][C@H:28]1[CH2:32][NH:31][CH:30]([CH2:33][OH:34])[CH2:29]1.C(N(CC)C(C)C)(C)C.CN(C(ON1N=NC2C=CC=NC1=2)=[N+](C)C)C.F[P-](F)(F)(F)(F)F.